This data is from Reaction yield outcomes from USPTO patents with 853,638 reactions. The task is: Predict the reaction yield, written as a fraction of the theoretical maximum amount of product (1.0 means a 100% yield; for example, 0.34 means a 34% yield). (1) The reactants are [O-]P([O-])([O-])=O.[K+].[K+].[K+].[CH2:9]([O:11][C:12]([C:14]1[NH:15][C:16]2[C:21]([CH:22]=1)=[CH:20][C:19]([O:23][CH2:24][C:25]1[CH:30]=[CH:29][CH:28]=[CH:27][CH:26]=1)=[CH:18][CH:17]=2)=[O:13])[CH3:10].[CH:31]([O:34][C:35]1[CH:40]=[CH:39][C:38](Br)=[CH:37][CH:36]=1)([CH3:33])[CH3:32].CNCCNC. The catalyst is C1(C)C=CC=CC=1.[Cu]I. The product is [CH2:9]([O:11][C:12]([C:14]1[N:15]([C:38]2[CH:39]=[CH:40][C:35]([O:34][CH:31]([CH3:33])[CH3:32])=[CH:36][CH:37]=2)[C:16]2[C:21]([CH:22]=1)=[CH:20][C:19]([O:23][CH2:24][C:25]1[CH:30]=[CH:29][CH:28]=[CH:27][CH:26]=1)=[CH:18][CH:17]=2)=[O:13])[CH3:10]. The yield is 0.750. (2) The reactants are [NH2:1][C:2]1[N:6]([C:7]2[CH:12]=[CH:11][CH:10]=[CH:9][CH:8]=2)[NH:5][C:4](=[O:13])[C:3]=1[CH3:14].CC(N(C)C)=O.CS(O[CH2:26][CH:27]1[CH2:32][CH2:31][N:30]([C:33]([O:35][C:36]([CH3:39])([CH3:38])[CH3:37])=[O:34])[CH2:29][CH2:28]1)(=O)=O.C(=O)([O-])[O-].[Cs+].[Cs+]. The catalyst is O. The product is [NH2:1][C:2]1[N:6]([C:7]2[CH:12]=[CH:11][CH:10]=[CH:9][CH:8]=2)[N:5]=[C:4]([O:13][CH2:26][CH:27]2[CH2:32][CH2:31][N:30]([C:33]([O:35][C:36]([CH3:37])([CH3:39])[CH3:38])=[O:34])[CH2:29][CH2:28]2)[C:3]=1[CH3:14]. The yield is 0.410.